The task is: Predict the reaction yield, written as a fraction of the theoretical maximum amount of product (1.0 means a 100% yield; for example, 0.34 means a 34% yield).. This data is from Reaction yield outcomes from USPTO patents with 853,638 reactions. (1) The reactants are [Cl-].O[NH3+:3].[C:4](=[O:7])([O-])[OH:5].[Na+].CS(C)=O.[CH3:13][C:14]1[N:48]=[C:17]2[N:18]([CH:41]3[CH2:46][CH2:45][CH:44]([CH3:47])[O:43][CH2:42]3)[C:19](=[O:40])[C:20]([CH2:25][C:26]3[CH:31]=[CH:30][C:29]([C:32]4[C:33]([C:38]#[N:39])=[CH:34][CH:35]=[CH:36][CH:37]=4)=[CH:28][CH:27]=3)=[C:21]([CH2:22][CH2:23][CH3:24])[N:16]2[N:15]=1. The catalyst is C(OCC)(=O)C. The product is [CH3:13][C:14]1[N:48]=[C:17]2[N:18]([CH:41]3[CH2:46][CH2:45][CH:44]([CH3:47])[O:43][CH2:42]3)[C:19](=[O:40])[C:20]([CH2:25][C:26]3[CH:27]=[CH:28][C:29]([C:32]4[CH:37]=[CH:36][CH:35]=[CH:34][C:33]=4[C:38]4[NH:3][C:4](=[O:7])[O:5][N:39]=4)=[CH:30][CH:31]=3)=[C:21]([CH2:22][CH2:23][CH3:24])[N:16]2[N:15]=1. The yield is 0.470. (2) The reactants are [Cl:1][CH2:2][CH2:3][O:4][C:5]1[CH:33]=[CH:32][C:8]([C:9]([CH:11]2[C:19](=[O:20])[C:18]3[C:13](=[CH:14][CH:15]=[CH:16][C:17]=3[NH:21][C:22]([NH:24][N:25]3[CH2:30][CH2:29][O:28][CH2:27][CH2:26]3)=[O:23])[C:12]2=O)=O)=[CH:7][CH:6]=1.O.[NH2:35][NH2:36].CC(O)=O. The catalyst is CCO. The product is [Cl:1][CH2:2][CH2:3][O:4][C:5]1[CH:33]=[CH:32][C:8]([C:9]2[NH:36][N:35]=[C:12]3[C:13]4[C:18]([C:19](=[O:20])[C:11]=23)=[C:17]([NH:21][C:22]([NH:24][N:25]2[CH2:30][CH2:29][O:28][CH2:27][CH2:26]2)=[O:23])[CH:16]=[CH:15][CH:14]=4)=[CH:7][CH:6]=1. The yield is 0.610. (3) The reactants are C([O:3][C:4](=O)[CH2:5][O:6][CH:7]1[CH2:11][CH2:10][N:9]([C:12]([O:14][C:15]([CH3:18])([CH3:17])[CH3:16])=[O:13])[CH2:8]1)C.[H-].[H-].[H-].[H-].[Li+].[Al+3].O.[OH-].[Na+]. The catalyst is C1COCC1. The product is [OH:3][CH2:4][CH2:5][O:6][CH:7]1[CH2:11][CH2:10][N:9]([C:12]([O:14][C:15]([CH3:18])([CH3:17])[CH3:16])=[O:13])[CH2:8]1. The yield is 0.860. (4) The reactants are [Br:1][C:2]1[CH:3]=[C:4]([C:20]([OH:22])=O)[C:5]2[C:6]3[CH2:7][CH:8]([C:15]([O:17][CH2:18][CH3:19])=[O:16])[CH2:9][CH2:10][C:11]=3[NH:12][C:13]=2[CH:14]=1.C(Cl)CCl.C1C=CC2N(O)N=[N:33][C:31]=2C=1.CN.CCN(C(C)C)C(C)C. The catalyst is C1COCC1.C(Cl)Cl. The product is [Br:1][C:2]1[CH:14]=[C:13]2[C:5]([C:6]3[CH2:7][CH:8]([C:15]([O:17][CH2:18][CH3:19])=[O:16])[CH2:9][CH2:10][C:11]=3[NH:12]2)=[C:4]([C:20](=[O:22])[NH:33][CH3:31])[CH:3]=1. The yield is 0.990. (5) The reactants are [N:1]1[C:10]2[C:5](=[CH:6][CH:7]=[CH:8][CH:9]=2)[CH:4]=[CH:3][C:2]=1[CH2:11][O:12][C:13]1[CH:18]=[CH:17][C:16]([CH2:19][C:20]([OH:22])=[O:21])=[CH:15][CH:14]=1.Br.Br[CH2:25][C:26]([C:28]1[CH:33]=[CH:32][N:31]=[CH:30][CH:29]=1)=O.C1CCN2C(=NCCC2)CC1. The catalyst is C(#N)C. The product is [N:31]1[CH:32]=[CH:33][C:28]([C:26]2[CH2:25][O:21][C:20](=[O:22])[C:19]=2[C:16]2[CH:15]=[CH:14][C:13]([O:12][CH2:11][C:2]3[CH:3]=[CH:4][C:5]4[C:10](=[CH:9][CH:8]=[CH:7][CH:6]=4)[N:1]=3)=[CH:18][CH:17]=2)=[CH:29][CH:30]=1. The yield is 0.150. (6) The reactants are [H-].[H-].[H-].[H-].[Li+].[Al+3].[N:7]([C@@H:10]([C@@H:26]([CH2:32][CH3:33])[CH2:27][C:28]([F:31])([F:30])[F:29])[C:11](N1[C@H](CC2C=CC=CC=2)COC1=O)=[O:12])=[N+]=[N-]. The catalyst is C1COCC1. The product is [NH2:7][C@@H:10]([C@@H:26]([CH2:32][CH3:33])[CH2:27][C:28]([F:29])([F:30])[F:31])[CH2:11][OH:12]. The yield is 0.980. (7) The yield is 0.860. The product is [I:1][C:2]1[C:10]2[C:9]([NH2:11])=[N:8][CH:7]=[N:6][C:5]=2[N:4]([S:21]([C:24]2[CH:29]=[CH:28][CH:27]=[CH:26][CH:25]=2)(=[O:23])=[O:22])[CH:3]=1. The reactants are [I:1][C:2]1[C:10]2[C:9]([NH:11]CC3C=CC(OC)=CC=3)=[N:8][CH:7]=[N:6][C:5]=2[N:4]([S:21]([C:24]2[CH:29]=[CH:28][CH:27]=[CH:26][CH:25]=2)(=[O:23])=[O:22])[CH:3]=1. The catalyst is FC(F)(F)C(O)=O. (8) The reactants are [Cl:1][C:2]1[CH:11]=[C:10]([Cl:12])[C:5]([C:6]([O:8]C)=[O:7])=[C:4]([N+:13]([O-:15])=[O:14])[C:3]=1[O:16][CH3:17].[OH-].[Na+]. The catalyst is CO. The product is [Cl:1][C:2]1[CH:11]=[C:10]([Cl:12])[C:5]([C:6]([OH:8])=[O:7])=[C:4]([N+:13]([O-:15])=[O:14])[C:3]=1[O:16][CH3:17]. The yield is 0.940. (9) The reactants are [Cl:1][C:2]1[CH:7]=[C:6]([Cl:8])[CH:5]=[CH:4][C:3]=1[N:9]1[C:13]([C:14]2[CH:19]=[CH:18][C:17]([I:20])=[CH:16][CH:15]=2)=[C:12]([CH3:21])[C:11]([C:22](O)=[O:23])=[N:10]1.[NH2:25][N:26]1[CH2:31][CH2:30][S:29](=[O:33])(=[O:32])[CH2:28][CH2:27]1.CN(C(ON1N=NC2C=CC=CC1=2)=[N+](C)C)C.[B-](F)(F)(F)F.CCN(C(C)C)C(C)C.Cl. The catalyst is O.C(Cl)Cl. The product is [Cl:1][C:2]1[CH:7]=[C:6]([Cl:8])[CH:5]=[CH:4][C:3]=1[N:9]1[C:13]([C:14]2[CH:19]=[CH:18][C:17]([I:20])=[CH:16][CH:15]=2)=[C:12]([CH3:21])[C:11]([C:22]([NH:25][N:26]2[CH2:31][CH2:30][S:29](=[O:33])(=[O:32])[CH2:28][CH2:27]2)=[O:23])=[N:10]1. The yield is 0.312.